From a dataset of Blood-brain barrier permeability classification from the B3DB database. Regression/Classification. Given a drug SMILES string, predict its absorption, distribution, metabolism, or excretion properties. Task type varies by dataset: regression for continuous measurements (e.g., permeability, clearance, half-life) or binary classification for categorical outcomes (e.g., BBB penetration, CYP inhibition). Dataset: b3db_classification. The molecule is CC(Oc1ccccc1)C(=O)N[C@@H]1C(=O)N2[C@@H](C(=O)O)C(C)(C)S[C@H]12. The result is 0 (does not penetrate BBB).